From a dataset of Reaction yield outcomes from USPTO patents with 853,638 reactions. Predict the reaction yield, written as a fraction of the theoretical maximum amount of product (1.0 means a 100% yield; for example, 0.34 means a 34% yield). (1) The reactants are [C:1]([O:5][C:6]([N:8]1[CH2:13][CH2:12][N:11]([C:14]2[CH:19]=[CH:18][C:17]([N+:20]([O-])=O)=[CH:16][CH:15]=2)[N:10]=[CH:9]1)=[O:7])([CH3:4])([CH3:3])[CH3:2].[H][H]. The catalyst is CO.[Pd]. The product is [C:1]([O:5][C:6]([N:8]1[CH2:13][CH2:12][N:11]([C:14]2[CH:15]=[CH:16][C:17]([NH2:20])=[CH:18][CH:19]=2)[N:10]=[CH:9]1)=[O:7])([CH3:4])([CH3:2])[CH3:3]. The yield is 0.880. (2) The reactants are [Si:1]([O:8][C:9]1[C:17]2[N:16]=[C:15]([CH:18]([F:20])[F:19])[N:14]([C:21]3[N:26]=[C:25](Cl)[N:24]=[C:23]([N:28]4[CH2:33][CH2:32][O:31][CH2:30][CH2:29]4)[N:22]=3)[C:13]=2[CH:12]=[CH:11][CH:10]=1)([C:4]([CH3:7])([CH3:6])[CH3:5])([CH3:3])[CH3:2].[N:34]1([C:40]([O:42][C:43]([CH3:46])([CH3:45])[CH3:44])=[O:41])[CH2:39][CH2:38][NH:37][CH2:36][CH2:35]1. The catalyst is C1COCC1. The product is [Si:1]([O:8][C:9]1[C:17]2[N:16]=[C:15]([CH:18]([F:20])[F:19])[N:14]([C:21]3[N:22]=[C:23]([N:28]4[CH2:33][CH2:32][O:31][CH2:30][CH2:29]4)[N:24]=[C:25]([N:37]4[CH2:36][CH2:35][N:34]([C:40]([O:42][C:43]([CH3:46])([CH3:45])[CH3:44])=[O:41])[CH2:39][CH2:38]4)[N:26]=3)[C:13]=2[CH:12]=[CH:11][CH:10]=1)([C:4]([CH3:7])([CH3:6])[CH3:5])([CH3:3])[CH3:2]. The yield is 1.00. (3) The reactants are [CH2:1]([C:3]1[C:4]([O:14][CH2:15][CH2:16][CH2:17][C:18]2[C:19]([CH:33]([CH3:35])[CH3:34])=[N:20][N:21]([C:23]3[N:24]=[N:25][C:26]([C:29]([F:32])([F:31])[F:30])=[CH:27][CH:28]=3)[CH:22]=2)=[C:5]([CH2:9][C:10]([O:12]C)=[O:11])[CH:6]=[CH:7][CH:8]=1)[CH3:2].[OH-].[Na+].O1CCCC1.Cl. The catalyst is CO. The product is [CH2:1]([C:3]1[C:4]([O:14][CH2:15][CH2:16][CH2:17][C:18]2[C:19]([CH:33]([CH3:34])[CH3:35])=[N:20][N:21]([C:23]3[N:24]=[N:25][C:26]([C:29]([F:32])([F:30])[F:31])=[CH:27][CH:28]=3)[CH:22]=2)=[C:5]([CH2:9][C:10]([OH:12])=[O:11])[CH:6]=[CH:7][CH:8]=1)[CH3:2]. The yield is 0.670. (4) The reactants are [C:1]([C:3]1[N:8]=[CH:7][C:6]([CH2:9][O:10][C:11]2[CH:16]=[CH:15][C:14]([C:17]3[N:22]4[N:23]=[C:24]([NH:26][C:27]([CH:29]5[CH2:31][CH2:30]5)=[O:28])[N:25]=[C:21]4[CH:20]=[CH:19][CH:18]=3)=[CH:13][CH:12]=2)=[CH:5][CH:4]=1)#[N:2].C([O-])([O-])=[O:33].[K+].[K+].OO. The catalyst is CS(C)=O. The product is [CH:29]1([C:27]([NH:26][C:24]2[N:25]=[C:21]3[CH:20]=[CH:19][CH:18]=[C:17]([C:14]4[CH:13]=[CH:12][C:11]([O:10][CH2:9][C:6]5[CH:5]=[CH:4][C:3]([C:1]([NH2:2])=[O:33])=[N:8][CH:7]=5)=[CH:16][CH:15]=4)[N:22]3[N:23]=2)=[O:28])[CH2:30][CH2:31]1. The yield is 0.810. (5) The reactants are Cl[CH2:2][C:3]1[N:4]=[C:5]([NH:8][C:9](=[O:11])[CH3:10])[S:6][CH:7]=1.[CH3:12][NH:13][CH3:14]. The yield is 0.800. The catalyst is C1COCC1. The product is [CH3:12][N:13]([CH2:2][C:3]1[N:4]=[C:5]([NH:8][C:9](=[O:11])[CH3:10])[S:6][CH:7]=1)[CH3:14].